Dataset: Catalyst prediction with 721,799 reactions and 888 catalyst types from USPTO. Task: Predict which catalyst facilitates the given reaction. (1) Product: [CH3:1][O:2][C:3]1[CH:4]=[C:5]2[C:10](=[CH:11][C:12]=1[O:13][CH3:14])[N:9]=[CH:8][CH:7]=[C:6]2[O:15][C:16]1[CH:22]=[CH:21][C:19]([NH:20][C:36]([NH:53][C@H:51]([C:48]2[CH:49]=[CH:50][C:45]([F:44])=[CH:46][CH:47]=2)[CH3:52])=[O:42])=[CH:18][C:17]=1[O:23][CH3:24]. Reactant: [CH3:1][O:2][C:3]1[CH:4]=[C:5]2[C:10](=[CH:11][C:12]=1[O:13][CH3:14])[N:9]=[CH:8][CH:7]=[C:6]2[O:15][C:16]1[CH:22]=[CH:21][C:19]([NH2:20])=[CH:18][C:17]=1[O:23][CH3:24].C(N(CC)CC)C.ClC(Cl)(O[C:36](=[O:42])OC(Cl)(Cl)Cl)Cl.[F:44][C:45]1[CH:50]=[CH:49][C:48]([C@@H:51]([NH2:53])[CH3:52])=[CH:47][CH:46]=1. The catalyst class is: 22. (2) Reactant: [Cl:1][C:2]1[N:7]=[C:6]([NH:8][C:9]2([C:12]([OH:14])=O)[CH2:11][CH2:10]2)[C:5]([Cl:15])=[CH:4][N:3]=1.CCN=C=NCCCN(C)C.C1C=CC2N(O)N=NC=2C=1.[NH2:37][C@@H:38]([C:41]1[CH:46]=[CH:45][CH:44]=[C:43]([Cl:47])[CH:42]=1)[CH2:39][OH:40].C(N(CC)CC)C. Product: [Cl:47][C:43]1[CH:42]=[C:41]([CH:38]([NH:37][C:12]([C:9]2([NH:8][C:6]3[C:5]([Cl:15])=[CH:4][N:3]=[C:2]([Cl:1])[N:7]=3)[CH2:10][CH2:11]2)=[O:14])[CH2:39][OH:40])[CH:46]=[CH:45][CH:44]=1. The catalyst class is: 39.